This data is from Reaction yield outcomes from USPTO patents with 853,638 reactions. The task is: Predict the reaction yield, written as a fraction of the theoretical maximum amount of product (1.0 means a 100% yield; for example, 0.34 means a 34% yield). (1) The product is [CH3:8][N:6]1[CH:7]=[C:2]([B:24]2[O:28][C:27]([CH3:30])([CH3:29])[C:26]([CH3:32])([CH3:31])[O:25]2)[CH:3]=[C:4]([NH:10][C:11]2[CH:16]=[CH:15][C:14]([N:17]3[CH2:22][CH2:21][N:20]([CH3:23])[CH2:19][CH2:18]3)=[CH:13][N:12]=2)[C:5]1=[O:9]. The catalyst is C1C=CC(P(C2C=CC=CC=2)[C-]2C=CC=C2)=CC=1.C1C=CC(P(C2C=CC=CC=2)[C-]2C=CC=C2)=CC=1.Cl[Pd]Cl.[Fe+2].C(Cl)Cl.O1CCOCC1. The reactants are Br[C:2]1[CH:3]=[C:4]([NH:10][C:11]2[CH:16]=[CH:15][C:14]([N:17]3[CH2:22][CH2:21][N:20]([CH3:23])[CH2:19][CH2:18]3)=[CH:13][N:12]=2)[C:5](=[O:9])[N:6]([CH3:8])[CH:7]=1.[B:24]1([B:24]2[O:28][C:27]([CH3:30])([CH3:29])[C:26]([CH3:32])([CH3:31])[O:25]2)[O:28][C:27]([CH3:30])([CH3:29])[C:26]([CH3:32])([CH3:31])[O:25]1.C([O-])(=O)C.[K+]. The yield is 0.270. (2) The reactants are Cl[C:2]1[CH:11]=[CH:10][C:9]2[C:4](=[CH:5][CH:6]=[C:7]([O:12][CH3:13])[CH:8]=2)[N:3]=1.[C:14]([C:17]1[CH:22]=[CH:21][C:20](B(O)O)=[C:19]([Cl:26])[CH:18]=1)([OH:16])=[O:15].C([O-])([O-])=O.[K+].[K+]. The catalyst is COCCOCCO.O.CCOC(C)=O.C1C=CC(P(C2C=CC=CC=2)[C-]2C=CC=C2)=CC=1.C1C=CC(P(C2C=CC=CC=2)[C-]2C=CC=C2)=CC=1.Cl[Pd]Cl.[Fe+2]. The product is [Cl:26][C:19]1[CH:18]=[C:17]([CH:22]=[CH:21][C:20]=1[C:2]1[CH:11]=[CH:10][C:9]2[C:4](=[CH:5][CH:6]=[C:7]([O:12][CH3:13])[CH:8]=2)[N:3]=1)[C:14]([OH:16])=[O:15]. The yield is 0.460. (3) The reactants are Cl.[Br:2][C:3]1[CH:8]=[CH:7][C:6]([NH:9]N)=[C:5]([CH3:11])[CH:4]=1.Cl.[CH2:13]1[CH:20]2[NH:21][CH:15]([CH2:16][C:17]([CH2:19]2)=O)[CH2:14]1.Cl.[C:23](O[C:23]([O:25][C:26]([CH3:29])([CH3:28])[CH3:27])=[O:24])([O:25][C:26]([CH3:29])([CH3:28])[CH3:27])=[O:24].C(N(CC)CC)C. The catalyst is C(O)C. The product is [Br:2][C:3]1[CH:4]=[C:5]([CH3:11])[C:6]2[NH:9][C:17]3[CH2:16][CH:15]4[NH:21][CH:20]([C:19]=3[C:7]=2[C:8]=1[C:23]([O:25][C:26]([CH3:29])([CH3:28])[CH3:27])=[O:24])[CH2:13][CH2:14]4. The yield is 0.130. (4) The reactants are [OH:1][CH2:2][CH2:3][C:4]1[CH:5]=[N:6][N:7]([C:9]2[CH:14]=[C:13]([C:15]#[N:16])[CH:12]=[CH:11][N:10]=2)[CH:8]=1.CCN(CC)CC.[CH3:24][S:25](Cl)(=[O:27])=[O:26].O. The catalyst is C(Cl)Cl. The product is [CH3:24][S:25]([O:1][CH2:2][CH2:3][C:4]1[CH:5]=[N:6][N:7]([C:9]2[CH:14]=[C:13]([C:15]#[N:16])[CH:12]=[CH:11][N:10]=2)[CH:8]=1)(=[O:27])=[O:26]. The yield is 0.870. (5) The reactants are C([O:3][C:4]([C:6]1[N:7]([CH3:18])[N:8]=[N:9][C:10]=1[C:11]1[CH:16]=[CH:15][C:14]([Br:17])=[CH:13][CH:12]=1)=[O:5])C.[OH-].[Li+]. The catalyst is C1COCC1. The product is [Br:17][C:14]1[CH:15]=[CH:16][C:11]([C:10]2[N:9]=[N:8][N:7]([CH3:18])[C:6]=2[C:4]([OH:5])=[O:3])=[CH:12][CH:13]=1. The yield is 0.944. (6) The reactants are [OH-].[Na+].C1(C[O:10][C:11]([C:13]2([NH:19][C:20]([C:22]3[CH:27]=[CH:26][C:25]([C:28]4[N:29]=[C:30]([N:33]5[CH2:38][CH2:37][N:36]([CH3:39])[CH2:35][CH2:34]5)[S:31][CH:32]=4)=[CH:24][CH:23]=3)=[O:21])[CH2:18][CH2:17][CH2:16][CH2:15][CH2:14]2)=[O:12])C=CC=CC=1.CCOCC. The catalyst is O1CCCC1. The product is [CH3:39][N:36]1[CH2:35][CH2:34][N:33]([C:30]2[S:31][CH:32]=[C:28]([C:25]3[CH:24]=[CH:23][C:22]([C:20]([NH:19][C:13]4([C:11]([OH:12])=[O:10])[CH2:18][CH2:17][CH2:16][CH2:15][CH2:14]4)=[O:21])=[CH:27][CH:26]=3)[N:29]=2)[CH2:38][CH2:37]1. The yield is 0.670. (7) The reactants are [O:1]1[CH:5]=[CH:4][CH:3]=[C:2]1[C:6]1[N:7]=[C:8]([NH:19][C:20]([CH:22]2[CH:26]=[CH:25][C:24](=NO)[O:23]2)=[O:21])[S:9][C:10]=1[C:11]([CH:13]1[CH2:18][CH2:17][O:16][CH2:15][CH2:14]1)=[O:12].[CH2:29]([N:31](CC)CC)C.[Cl-].ClC1N(C)CC[NH+]1C.C(=O)([O-])O.[Na+]. The catalyst is ClCCl. The product is [C:29]([C:24]1[O:23][C:22]([C:20]([NH:19][C:8]2[S:9][C:10]([C:11]([CH:13]3[CH2:14][CH2:15][O:16][CH2:17][CH2:18]3)=[O:12])=[C:6]([C:2]3[O:1][CH:5]=[CH:4][CH:3]=3)[N:7]=2)=[O:21])=[CH:26][CH:25]=1)#[N:31]. The yield is 0.630.